Dataset: Experimentally validated miRNA-target interactions with 360,000+ pairs, plus equal number of negative samples. Task: Binary Classification. Given a miRNA mature sequence and a target amino acid sequence, predict their likelihood of interaction. (1) The miRNA is hsa-miR-373-5p with sequence ACUCAAAAUGGGGGCGCUUUCC. The protein sequence of the target gene is MAAPCLLRQGRAGALKTMLQEAQVFRGLASTVSLSAESGKSEKGQPQNSKKQSPPKKPAPVPAEPFDNTTYKNLQHHDYSTYTFLDLNLELSKFRMPQPSSGRESPRH. Result: 1 (interaction). (2) The miRNA is hsa-miR-5100 with sequence UUCAGAUCCCAGCGGUGCCUCU. The protein sequence of the target gene is MLWRQLIYWQLLALFFLPFCLCQDEYMESPQTGGLPPDCSKCCHGDYSFRGYQGPPGPPGPPGIPGNHGNNGNNGATGHEGAKGEKGDKGDLGPRGERGQHGPKGEKGYPGIPPELQIAFMASLATHFSNQNSGIIFSSVETNIGNFFDVMTGRFGAPVSGVYFFTFSMMKHEDVEEVYVYLMHNGNTVFSMYSYEMKGKSDTSSNHAVLKLAKGDEVWLRMGNGALHGDHQRFSTFAGFLLFETK. Result: 1 (interaction). (3) The miRNA is hsa-miR-345-5p with sequence GCUGACUCCUAGUCCAGGGCUC. The protein sequence of the target gene is MAAAAAVEAAAPMGALWGLVHDFVVGQQEGPADQVAADVKSGNYTVLQVVEALGSSLENPEPRTRARAIQLLSQVLLHCHTLLLEKEVVHLILFYENRLKDHHLVIPSVLQGLKALSLCVALPPGLAVSVLKAIFQEVHVQSLPQVDRHTVYNIITNFMRTREEELKSLGADFTFGFIQVMDGEKDPRNLLVAFRIVHDLISRDYSLGPFVEELFEVTSCYFPIDFTPPPNDPHGIQREDLILSLRAVLASTPRFAEFLLPLLIEKVDSEVLSAKLDSLQTLNACCAVYGQKELKDFLPS.... Result: 0 (no interaction).